Dataset: Reaction yield outcomes from USPTO patents with 853,638 reactions. Task: Predict the reaction yield, written as a fraction of the theoretical maximum amount of product (1.0 means a 100% yield; for example, 0.34 means a 34% yield). (1) The reactants are [Cl:1][C:2]1[CH:7]=[CH:6][C:5]([C:8]2[CH:13]=[N:12][N:11]3[C:14](=[O:17])[NH:15][N:16]=[C:10]3[C:9]=2[C:18]2[CH:23]=[CH:22][N:21]=[CH:20][CH:19]=2)=[CH:4][CH:3]=1.C([O-])([O-])=O.[K+].[K+].Cl[CH2:31][C:32]1[CH:33]=[CH:34][C:35]([C:38]([F:41])([F:40])[F:39])=[N:36][CH:37]=1. The catalyst is CN(C=O)C. The product is [Cl:1][C:2]1[CH:7]=[CH:6][C:5]([C:8]2[CH:13]=[N:12][N:11]3[C:14](=[O:17])[N:15]([CH2:31][C:32]4[CH:37]=[N:36][C:35]([C:38]([F:41])([F:39])[F:40])=[CH:34][CH:33]=4)[N:16]=[C:10]3[C:9]=2[C:18]2[CH:23]=[CH:22][N:21]=[CH:20][CH:19]=2)=[CH:4][CH:3]=1. The yield is 0.760. (2) The reactants are [C:1]([C:5]1[CH:10]=[CH:9][C:8]([S:11]([CH:14]2[CH2:19][CH2:18][NH:17][CH2:16][CH2:15]2)(=[O:13])=[O:12])=[CH:7][CH:6]=1)([CH3:4])([CH3:3])[CH3:2].[Cl:20][C:21]1[CH:22]=[N:23][CH:24]=[C:25]([Cl:28])[C:26]=1Cl.CCN(C(C)C)C(C)C. The catalyst is O1CCOCC1. The product is [C:1]([C:5]1[CH:6]=[CH:7][C:8]([S:11]([CH:14]2[CH2:15][CH2:16][N:17]([C:26]3[C:25]([Cl:28])=[CH:24][N:23]=[CH:22][C:21]=3[Cl:20])[CH2:18][CH2:19]2)(=[O:13])=[O:12])=[CH:9][CH:10]=1)([CH3:4])([CH3:2])[CH3:3]. The yield is 0.100. (3) The reactants are C[O:2][C:3](=[O:39])[CH2:4][CH:5]([OH:38])[CH2:6][CH:7]([OH:37])[CH2:8][CH2:9][C:10]1[N:11]([C:30]2[CH:35]=[CH:34][C:33]([F:36])=[CH:32][CH:31]=2)[N:12]=[C:13]([C:18](=[O:29])[N:19]([CH3:28])[CH2:20][C:21]2[CH:26]=[CH:25][CH:24]=[CH:23][C:22]=2[CH3:27])[C:14]=1[CH:15]([CH3:17])[CH3:16].[OH-].[Na+:41]. The catalyst is CO. The product is [Na+:41].[F:36][C:33]1[CH:32]=[CH:31][C:30]([N:11]2[C:10]([CH2:9][CH2:8][C@@H:7]([OH:37])[CH2:6][C@@H:5]([OH:38])[CH2:4][C:3]([O-:39])=[O:2])=[C:14]([CH:15]([CH3:17])[CH3:16])[C:13]([C:18](=[O:29])[N:19]([CH3:28])[CH2:20][C:21]3[CH:26]=[CH:25][CH:24]=[CH:23][C:22]=3[CH3:27])=[N:12]2)=[CH:35][CH:34]=1. The yield is 0.990. (4) The reactants are [CH3:1][C:2]1[C:3]([CH:8]2[CH2:13][CH2:12][CH2:11][CH:10]([C:14]3[C:19]([CH3:20])=[CH:18][CH:17]=[CH:16][N:15]=3)[NH:9]2)=[N:4][CH:5]=[CH:6][CH:7]=1.[CH3:21][O:22][C:23](=[O:35])[C:24]1[CH:29]=[CH:28][C:27]([CH2:30]Br)=[C:26]([N+:32]([O-:34])=[O:33])[CH:25]=1.CCN(C(C)C)C(C)C. The catalyst is CN(C=O)C. The product is [CH3:21][O:22][C:23](=[O:35])[C:24]1[CH:29]=[CH:28][C:27]([CH2:30][N:9]2[CH:8]([C:3]3[C:2]([CH3:1])=[CH:7][CH:6]=[CH:5][N:4]=3)[CH2:13][CH2:12][CH2:11][CH:10]2[C:14]2[C:19]([CH3:20])=[CH:18][CH:17]=[CH:16][N:15]=2)=[C:26]([N+:32]([O-:34])=[O:33])[CH:25]=1. The yield is 0.980. (5) The reactants are C([O:3][P:4]([CH:9]([C:36]#[N:37])[CH2:10][C:11]([CH2:34][CH3:35])=[CH:12][CH2:13][C:14]1[C:15]([O:27]CC[Si](C)(C)C)=[C:16]2[C:20](=[C:21]([CH3:25])[C:22]=1[O:23][CH3:24])[CH2:19][O:18][C:17]2=[O:26])(=[O:8])[O:5]CC)C. The catalyst is C(O)(C(F)(F)F)=O.C(Cl)Cl. The product is [C:36]([CH:9]([P:4](=[O:3])([OH:5])[OH:8])[CH2:10][C:11]([CH2:34][CH3:35])=[CH:12][CH2:13][C:14]1[C:15]([OH:27])=[C:16]2[C:20](=[C:21]([CH3:25])[C:22]=1[O:23][CH3:24])[CH2:19][O:18][C:17]2=[O:26])#[N:37]. The yield is 0.610. (6) The reactants are [Br:1][C:2]1[CH:3]=[CH:4][C:5](F)=[C:6]([N+:8]([O-:10])=[O:9])[CH:7]=1.[NH2:12][C:13]([CH3:17])([CH3:16])[CH2:14][OH:15]. The catalyst is C1COCC1. The product is [Br:1][C:2]1[CH:3]=[CH:4][C:5]([NH:12][C:13]([CH3:17])([CH3:16])[CH2:14][OH:15])=[C:6]([N+:8]([O-:10])=[O:9])[CH:7]=1. The yield is 0.890. (7) The reactants are [NH2:1][C:2]1[CH:3]=[C:4]([C:8]2[N:9]=[C:10]([CH3:31])[S:11][C:12]=2[C:13]2[CH:18]=[CH:17][N:16]=[C:15]([NH:19][C:20]3[CH:29]=[C:28]4[C:23]([CH2:24][CH2:25][N:26]([CH3:30])[CH2:27]4)=[CH:22][CH:21]=3)[N:14]=2)[CH:5]=[CH:6][CH:7]=1.[F:32][C:33]([F:44])([F:43])[C:34]1[CH:35]=[C:36]([CH:40]=[CH:41][CH:42]=1)[C:37](Cl)=[O:38]. No catalyst specified. The product is [CH3:31][C:10]1[S:11][C:12]([C:13]2[CH:18]=[CH:17][N:16]=[C:15]([NH:19][C:20]3[CH:29]=[C:28]4[C:23]([CH2:24][CH2:25][N:26]([CH3:30])[CH2:27]4)=[CH:22][CH:21]=3)[N:14]=2)=[C:8]([C:4]2[CH:3]=[C:2]([NH:1][C:37](=[O:38])[C:36]3[CH:40]=[CH:41][CH:42]=[C:34]([C:33]([F:32])([F:43])[F:44])[CH:35]=3)[CH:7]=[CH:6][CH:5]=2)[N:9]=1. The yield is 0.500. (8) The yield is 0.870. The product is [O:17]([C:13]1[CH:12]=[C:11]([C:6]23[CH2:7][CH2:8][C:3]([CH2:2][S:24][CH2:25][CH2:26][C:27]([O:29][CH3:30])=[O:28])([CH2:10][CH2:9]2)[CH2:4][O:5]3)[CH:16]=[CH:15][CH:14]=1)[C:18]1[CH:31]=[CH:20][CH:21]=[CH:22][CH:23]=1. The reactants are I[CH2:2][C:3]12[CH2:10][CH2:9][C:6]([C:11]3[CH:16]=[CH:15][CH:14]=[C:13]([O:17][CH:18]4[CH2:23][CH2:22][CH2:21][CH2:20]O4)[CH:12]=3)([CH2:7][CH2:8]1)[O:5][CH2:4]2.[SH:24][CH2:25][CH2:26][C:27]([O:29][CH3:30])=[O:28].[C:31]([O-])([O-])=O.[K+].[K+]. The catalyst is C(#N)C.C(Cl)Cl.